This data is from Full USPTO retrosynthesis dataset with 1.9M reactions from patents (1976-2016). The task is: Predict the reactants needed to synthesize the given product. (1) Given the product [F:46][C:2]1([F:1])[CH2:3][CH2:4][CH:5]([C:8]2[C:17]3[CH:16]([OH:18])[CH2:15][C:14]([CH3:19])([CH3:20])[CH2:13][C:12]=3[N:11]=[C:10]([CH:21]3[CH2:22][CH2:23][N:24]([C:27]4[N:32]=[CH:31][C:30]([O:33][CH2:53][CH3:54])=[CH:29][N:28]=4)[CH2:25][CH2:26]3)[C:9]=2[CH:34]([F:45])[C:35]2[CH:36]=[CH:37][C:38]([C:41]([F:43])([F:42])[F:44])=[CH:39][CH:40]=2)[CH2:6][CH2:7]1, predict the reactants needed to synthesize it. The reactants are: [F:1][C:2]1([F:46])[CH2:7][CH2:6][CH:5]([C:8]2[C:17]3[CH:16]([OH:18])[CH2:15][C:14]([CH3:20])([CH3:19])[CH2:13][C:12]=3[N:11]=[C:10]([CH:21]3[CH2:26][CH2:25][N:24]([C:27]4[N:32]=[CH:31][C:30]([OH:33])=[CH:29][N:28]=4)[CH2:23][CH2:22]3)[C:9]=2[CH:34]([F:45])[C:35]2[CH:40]=[CH:39][C:38]([C:41]([F:44])([F:43])[F:42])=[CH:37][CH:36]=2)[CH2:4][CH2:3]1.C(=O)([O-])[O-].[Cs+].[Cs+].[CH2:53](I)[CH3:54].O. (2) The reactants are: [OH:1][C:2]1[CH:3]=[CH:4][C:5]([C:8](=O)[CH2:9][CH3:10])=[N:6][CH:7]=1.[Cl:12][CH2:13][CH2:14][O:15][C:16]1[CH:21]=[CH:20][C:19]([C:22]([C:24]2[CH:29]=[CH:28][C:27]([OH:30])=[CH:26][CH:25]=2)=O)=[CH:18][CH:17]=1. Given the product [Cl:12][CH2:13][CH2:14][O:15][C:16]1[CH:21]=[CH:20][C:19]([C:22]([C:24]2[CH:29]=[CH:28][C:27]([OH:30])=[CH:26][CH:25]=2)=[C:8]([C:5]2[N:6]=[CH:7][C:2]([OH:1])=[CH:3][CH:4]=2)[CH2:9][CH3:10])=[CH:18][CH:17]=1, predict the reactants needed to synthesize it.